From a dataset of Full USPTO retrosynthesis dataset with 1.9M reactions from patents (1976-2016). Predict the reactants needed to synthesize the given product. (1) Given the product [NH2:1][C:2]1[N:7]=[C:6]([CH3:17])[C:5]([CH:9]=[O:10])=[C:4]([NH:11][CH2:12][CH2:13][CH2:14][CH2:15][CH3:16])[N:3]=1, predict the reactants needed to synthesize it. The reactants are: [NH2:1][C:2]1[N:7]=[C:6](Cl)[C:5]([CH:9]=[O:10])=[C:4]([NH:11][CH2:12][CH2:13][CH2:14][CH2:15][CH3:16])[N:3]=1.[CH3:17][Sn](C)(C)C. (2) Given the product [Br:1][C:2]1[CH:9]=[CH:8][C:5]([CH:6]=[O:7])=[C:4]([O:10][CH2:16][C:15]#[CH:14])[CH:3]=1, predict the reactants needed to synthesize it. The reactants are: [Br:1][C:2]1[CH:9]=[CH:8][C:5]([CH:6]=[O:7])=[C:4]([OH:10])[CH:3]=1.[Na].[OH-].[Na+].[CH2:14](Br)[C:15]#[CH:16].C1(C)C=CC=CC=1. (3) Given the product [N:45]1[CH:46]=[CH:47][CH:48]=[CH:49][C:44]=1[CH2:43][CH2:42][NH:41][C:53]([C:35]1[CH:36]=[CH:37][C:32]([C:29]2[CH:28]=[CH:27][C:26]([CH2:20][CH2:21][CH2:22][CH2:23][CH2:24][CH3:25])=[CH:31][CH:30]=2)=[CH:33][CH:34]=1)=[O:54], predict the reactants needed to synthesize it. The reactants are: C1(P(C2C=CC=CC=2)C2C=CC=CC=2)C=CC=CC=1.[CH2:20]([C:26]1[CH:31]=[CH:30][C:29]([C:32]2[C:33](C(O)=O)=[CH:34][CH:35]=[CH:36][CH:37]=2)=[CH:28][CH:27]=1)[CH2:21][CH2:22][CH2:23][CH2:24][CH3:25].[NH2:41][CH2:42][CH2:43][C:44]1[CH:49]=[CH:48][CH:47]=[CH:46][N:45]=1.CN1CC[O:54][CH2:53]C1.C(O)C(N)(CO)CO. (4) Given the product [C:5]([C:6]1[CH:14]=[CH:13][C:9]([C:10](=[O:11])[C:6]2[CH:14]=[CH:13][CH:9]=[CH:8][CH:7]=2)=[CH:8][CH:7]=1)(=[O:15])[C:18]1[CH:23]=[CH:22][CH:21]=[CH:20][CH:19]=1, predict the reactants needed to synthesize it. The reactants are: [Cl-].[Cl-].[Cl-].[Al+3].[C:5](Cl)(=[O:15])[C:6]1[CH:14]=[CH:13][C:9]([C:10](Cl)=[O:11])=[CH:8][CH:7]=1.Cl.[CH:18]1[CH:23]=[CH:22][CH:21]=[CH:20][CH:19]=1.